This data is from Forward reaction prediction with 1.9M reactions from USPTO patents (1976-2016). The task is: Predict the product of the given reaction. (1) Given the reactants [CH3:1][O:2][C:3]1[CH:4]=[C:5]([C:11]2[C:19]3[C:18]([NH2:20])=[CH:17][C:16]([CH3:21])=[N:15][C:14]=3[S:13][CH:12]=2)[CH:6]=[CH:7][C:8]=1[O:9][CH3:10].[CH3:22][N:23]1[CH:27]=[C:26]([S:28](Cl)(=[O:30])=[O:29])[N:25]=[CH:24]1.[C:32]([OH:38])([C:34]([F:37])([F:36])[F:35])=[O:33], predict the reaction product. The product is: [F:35][C:34]([F:37])([F:36])[C:32]([OH:38])=[O:33].[CH3:1][O:2][C:3]1[CH:4]=[C:5]([C:11]2[C:19]3[C:14](=[N:15][C:16]([CH3:21])=[CH:17][C:18]=3[NH:20][S:28]([C:26]3[N:25]=[CH:24][N:23]([CH3:22])[CH:27]=3)(=[O:30])=[O:29])[S:13][CH:12]=2)[CH:6]=[CH:7][C:8]=1[O:9][CH3:10]. (2) Given the reactants [CH3:1][C:2]1[C:6](=[O:7])[O:5][CH2:4][C:3]=1[N:8]1[CH:12]=[CH:11][C:10]2([CH2:17][CH2:16][N:15](C(OC(C)(C)C)=O)[CH2:14][CH2:13]2)[C:9]1=[O:25].C(O)(C(F)(F)F)=O, predict the reaction product. The product is: [CH3:1][C:2]1[C:6](=[O:7])[O:5][CH2:4][C:3]=1[N:8]1[CH:12]=[CH:11][C:10]2([CH2:17][CH2:16][NH:15][CH2:14][CH2:13]2)[C:9]1=[O:25]. (3) Given the reactants [CH3:1][O:2][C:3](=[O:23])[CH2:4][C:5]1[CH:10]=[CH:9][C:8]([O:11][CH3:12])=[C:7]([O:13][C:14]2[CH:19]=[C:18]([Br:20])[CH:17]=[CH:16][C:15]=2[CH2:21]O)[CH:6]=1.P(Br)(Br)[Br:25], predict the reaction product. The product is: [CH3:1][O:2][C:3](=[O:23])[CH2:4][C:5]1[CH:10]=[CH:9][C:8]([O:11][CH3:12])=[C:7]([O:13][C:14]2[CH:19]=[C:18]([Br:20])[CH:17]=[CH:16][C:15]=2[CH2:21][Br:25])[CH:6]=1. (4) Given the reactants [OH:1][C:2]1[CH:3]=[C:4]([C:8]2[N:17]=[C:16]([NH:18][C:19]3[CH:20]=[C:21]4[C:25](=[CH:26][CH:27]=3)[N:24]([C:28]([O:30][C:31]([CH3:34])([CH3:33])[CH3:32])=[O:29])[N:23]=[CH:22]4)[C:15]3[C:10](=[CH:11][CH:12]=[CH:13][CH:14]=3)[N:9]=2)[CH:5]=[CH:6][CH:7]=1.[CH:35]([NH:38][C:39](=[O:42])[CH2:40]Br)([CH3:37])[CH3:36].C([O-])([O-])=O.[K+].[K+], predict the reaction product. The product is: [CH:35]([NH:38][C:39](=[O:42])[CH2:40][O:1][C:2]1[CH:3]=[C:4]([C:8]2[N:17]=[C:16]([NH:18][C:19]3[CH:20]=[C:21]4[C:25](=[CH:26][CH:27]=3)[N:24]([C:28]([O:30][C:31]([CH3:34])([CH3:33])[CH3:32])=[O:29])[N:23]=[CH:22]4)[C:15]3[C:10](=[CH:11][CH:12]=[CH:13][CH:14]=3)[N:9]=2)[CH:5]=[CH:6][CH:7]=1)([CH3:37])[CH3:36]. (5) Given the reactants [CH3:1][C:2]1[C:6]([C:7]2[CH:17]=[C:16](I)[C:10]3[N:11]([CH3:15])[C:12](=[O:14])[NH:13][C:9]=3[CH:8]=2)=[C:5]([CH3:19])[O:4][N:3]=1.[CH3:20][N:21]1[C:25](B(O)O)=[C:24]([CH3:29])[CH:23]=[N:22]1.C([O-])([O-])=O.[Cs+].[Cs+], predict the reaction product. The product is: [CH3:20][N:21]1[C:25]([C:16]2[C:10]3[N:11]([CH3:15])[C:12](=[O:14])[NH:13][C:9]=3[CH:8]=[C:7]([C:6]3[C:2]([CH3:1])=[N:3][O:4][C:5]=3[CH3:19])[CH:17]=2)=[C:24]([CH3:29])[CH:23]=[N:22]1. (6) Given the reactants [CH2:1]([C:5]1[C:10]([CH2:11][NH:12][C:13](=[O:19])[O:14][C:15]([CH3:18])([CH3:17])[CH3:16])=[C:9]([C:20]2[CH:25]=[CH:24][C:23]([CH3:26])=[CH:22][CH:21]=2)[C:8]([CH2:27]SC)=[C:7]([CH3:30])[N:6]=1)[CH:2]([CH3:4])[CH3:3].O[O:32][S:33]([O-:35])=O.[K+].S(=O)(=O)(O)O.[C:42](=O)([O-])O.[Na+], predict the reaction product. The product is: [CH2:1]([C:5]1[C:10]([CH2:11][NH:12][C:13](=[O:19])[O:14][C:15]([CH3:16])([CH3:17])[CH3:18])=[C:9]([C:20]2[CH:21]=[CH:22][C:23]([CH3:26])=[CH:24][CH:25]=2)[C:8]([CH2:27][S:33]([CH3:42])(=[O:35])=[O:32])=[C:7]([CH3:30])[N:6]=1)[CH:2]([CH3:3])[CH3:4]. (7) The product is: [F:31][C:28]1[CH:29]=[C:30]2[C:25](=[CH:26][CH:27]=1)[NH:24][CH:23]=[C:22]2[S:21][C:16]1[CH:17]=[CH:18][CH:19]=[CH:20][C:15]=1[CH2:14][NH2:13]. Given the reactants C(OCC)C.Cl.C(OC(=O)[NH:13][CH2:14][C:15]1[CH:20]=[CH:19][CH:18]=[CH:17][C:16]=1[S:21][C:22]1[C:30]2[C:25](=[CH:26][CH:27]=[C:28]([F:31])[CH:29]=2)[NH:24][CH:23]=1)(C)(C)C.[OH-].[Na+], predict the reaction product.